From a dataset of NCI-60 drug combinations with 297,098 pairs across 59 cell lines. Regression. Given two drug SMILES strings and cell line genomic features, predict the synergy score measuring deviation from expected non-interaction effect. (1) Drug 1: C1C(C(OC1N2C=NC3=C(N=C(N=C32)Cl)N)CO)O. Cell line: SNB-19. Synergy scores: CSS=43.9, Synergy_ZIP=0.860, Synergy_Bliss=-0.351, Synergy_Loewe=-41.8, Synergy_HSA=-2.46. Drug 2: CC(C)NC(=O)C1=CC=C(C=C1)CNNC.Cl. (2) Synergy scores: CSS=25.6, Synergy_ZIP=9.63, Synergy_Bliss=5.27, Synergy_Loewe=4.90, Synergy_HSA=5.19. Drug 1: C1=C(C(=O)NC(=O)N1)F. Drug 2: CC(C)(C#N)C1=CC(=CC(=C1)CN2C=NC=N2)C(C)(C)C#N. Cell line: MOLT-4. (3) Drug 1: CCC(=C(C1=CC=CC=C1)C2=CC=C(C=C2)OCCN(C)C)C3=CC=CC=C3.C(C(=O)O)C(CC(=O)O)(C(=O)O)O. Drug 2: CN(CCCl)CCCl.Cl. Cell line: A549. Synergy scores: CSS=38.3, Synergy_ZIP=-3.92, Synergy_Bliss=-2.64, Synergy_Loewe=-28.2, Synergy_HSA=-3.75. (4) Drug 1: C1CC(=O)NC(=O)C1N2CC3=C(C2=O)C=CC=C3N. Drug 2: C1=NC(=NC(=O)N1C2C(C(C(O2)CO)O)O)N. Cell line: SN12C. Synergy scores: CSS=9.53, Synergy_ZIP=-2.03, Synergy_Bliss=0.497, Synergy_Loewe=2.21, Synergy_HSA=2.21. (5) Drug 1: C1CCC(C1)C(CC#N)N2C=C(C=N2)C3=C4C=CNC4=NC=N3. Drug 2: CCC(=C(C1=CC=CC=C1)C2=CC=C(C=C2)OCCN(C)C)C3=CC=CC=C3.C(C(=O)O)C(CC(=O)O)(C(=O)O)O. Cell line: TK-10. Synergy scores: CSS=8.83, Synergy_ZIP=2.08, Synergy_Bliss=1.10, Synergy_Loewe=0.648, Synergy_HSA=0.663. (6) Drug 1: COC1=CC(=CC(=C1O)OC)C2C3C(COC3=O)C(C4=CC5=C(C=C24)OCO5)OC6C(C(C7C(O6)COC(O7)C8=CC=CS8)O)O. Drug 2: CN(CCCl)CCCl.Cl. Cell line: HOP-92. Synergy scores: CSS=40.0, Synergy_ZIP=-9.37, Synergy_Bliss=-7.92, Synergy_Loewe=-20.7, Synergy_HSA=-4.13. (7) Drug 1: CC(CN1CC(=O)NC(=O)C1)N2CC(=O)NC(=O)C2. Drug 2: C1C(C(OC1N2C=NC(=NC2=O)N)CO)O. Cell line: UACC-257. Synergy scores: CSS=5.81, Synergy_ZIP=-0.244, Synergy_Bliss=3.73, Synergy_Loewe=-0.683, Synergy_HSA=-0.105.